From a dataset of NCI-60 drug combinations with 297,098 pairs across 59 cell lines. Regression. Given two drug SMILES strings and cell line genomic features, predict the synergy score measuring deviation from expected non-interaction effect. Drug 2: CC1=C(C(CCC1)(C)C)C=CC(=CC=CC(=CC(=O)O)C)C. Drug 1: CCC1(CC2CC(C3=C(CCN(C2)C1)C4=CC=CC=C4N3)(C5=C(C=C6C(=C5)C78CCN9C7C(C=CC9)(C(C(C8N6C=O)(C(=O)OC)O)OC(=O)C)CC)OC)C(=O)OC)O.OS(=O)(=O)O. Synergy scores: CSS=15.1, Synergy_ZIP=-8.20, Synergy_Bliss=-3.19, Synergy_Loewe=-25.3, Synergy_HSA=-1.06. Cell line: MDA-MB-231.